Dataset: Forward reaction prediction with 1.9M reactions from USPTO patents (1976-2016). Task: Predict the product of the given reaction. (1) Given the reactants [NH2:1][CH2:2][C@@H:3]([OH:8])[CH2:4][C:5]([OH:7])=[O:6].[CH3:9][C:10]1[C:15]([CH2:16][O:17][C:18]2[CH:19]=[CH:20][C:21]([CH:24]=O)=[N:22][CH:23]=2)=[CH:14][CH:13]=[CH:12][C:11]=1[C:26]1[CH:31]=[CH:30][CH:29]=[CH:28][CH:27]=1.C(O)(=O)C.C([BH3-])#N.[Na+], predict the reaction product. The product is: [OH:8][C@H:3]([CH2:2][NH:1][CH2:24][C:21]1[CH:20]=[CH:19][C:18]([O:17][CH2:16][C:15]2[CH:14]=[CH:13][CH:12]=[C:11]([C:26]3[CH:31]=[CH:30][CH:29]=[CH:28][CH:27]=3)[C:10]=2[CH3:9])=[CH:23][N:22]=1)[CH2:4][C:5]([OH:7])=[O:6]. (2) Given the reactants [Cl:1][C:2]1[CH:7]=[CH:6][C:5]([C:8]2(CC#N)[CH2:13][CH2:12][N:11]([C:14]3[C:15]4[N:16]([N:20]=[C:21]([NH:23][C:24]5[CH:40]=[CH:39][C:27]([C:28]([N:30]([CH3:38])[CH:31]6[CH2:36][CH2:35][N:34]([CH3:37])[CH2:33][CH2:32]6)=[O:29])=[CH:26][CH:25]=5)[N:22]=4)[CH:17]=[CH:18][CH:19]=3)[CH2:10][CH2:9]2)=[CH:4][CH:3]=1.[CH3:44][C:45]([OH:47])=[O:46], predict the reaction product. The product is: [Cl:1][C:2]1[CH:3]=[CH:4][C:5]([C:8]2([CH2:44][C:45]([OH:47])=[O:46])[CH2:9][CH2:10][N:11]([C:14]3[C:15]4[N:16]([N:20]=[C:21]([NH:23][C:24]5[CH:40]=[CH:39][C:27]([C:28](=[O:29])[N:30]([CH3:38])[CH:31]6[CH2:36][CH2:35][N:34]([CH3:37])[CH2:33][CH2:32]6)=[CH:26][CH:25]=5)[N:22]=4)[CH:17]=[CH:18][CH:19]=3)[CH2:12][CH2:13]2)=[CH:6][CH:7]=1. (3) Given the reactants [Cl:1][C:2]1[CH:11]=[C:10]([Cl:12])[C:9](B2OC(C)(C)C(C)(C)O2)=[CH:8][C:3]=1[C:4]([O:6][CH3:7])=[O:5].C(=O)([O-])[O-].[K+].[K+].Br[C:29]1[C:34]([F:35])=[CH:33][CH:32]=[CH:31][N:30]=1, predict the reaction product. The product is: [Cl:1][C:2]1[CH:11]=[C:10]([Cl:12])[C:9]([C:29]2[C:34]([F:35])=[CH:33][CH:32]=[CH:31][N:30]=2)=[CH:8][C:3]=1[C:4]([O:6][CH3:7])=[O:5]. (4) Given the reactants [CH:1]([NH2:4])([CH3:3])[CH3:2].C[Al](C)C.C([O:11][C:12]([C:14]1[CH:19]=[CH:18][C:17]([O:20][CH2:21][C:22]2[C:23]([C:28]3[CH:33]=[CH:32][CH:31]=[CH:30][CH:29]=3)=[N:24][O:25][C:26]=2[CH3:27])=[CH:16][N:15]=1)=O)C.[C@H](O)(C([O-])=O)[C@@H](O)C([O-])=O.[Na+].[K+], predict the reaction product. The product is: [CH:1]([NH:4][C:12]([C:14]1[CH:19]=[CH:18][C:17]([O:20][CH2:21][C:22]2[C:23]([C:28]3[CH:33]=[CH:32][CH:31]=[CH:30][CH:29]=3)=[N:24][O:25][C:26]=2[CH3:27])=[CH:16][N:15]=1)=[O:11])([CH3:3])[CH3:2].